Dataset: Catalyst prediction with 721,799 reactions and 888 catalyst types from USPTO. Task: Predict which catalyst facilitates the given reaction. (1) Reactant: C[Si](C)(C)N[Si](C)(C)C.[Na].C(OP([CH2:19][C:20]#[N:21])(=O)OCC)C.[CH3:22][N:23]1[CH2:29][CH2:28][CH2:27][N:26]([C:30]2[N:35]=[C:34]([C:36]3[CH:37]=[C:38]([CH:41]=[CH:42][CH:43]=3)[CH:39]=O)[CH:33]=[N:32][CH:31]=2)[CH2:25][CH2:24]1. Product: [CH3:22][N:23]1[CH2:29][CH2:28][CH2:27][N:26]([C:30]2[N:35]=[C:34]([C:36]3[CH:37]=[C:38](/[CH:39]=[CH:19]/[C:20]#[N:21])[CH:41]=[CH:42][CH:43]=3)[CH:33]=[N:32][CH:31]=2)[CH2:25][CH2:24]1. The catalyst class is: 1. (2) Reactant: [NH2:1][C@H:2]([C:6]([OH:8])=[O:7])[C@@H:3]([CH3:5])[OH:4].C(=O)(O)[O-].[Na+].Cl[C:15]([O:17][CH3:18])=[O:16].Cl. Product: [OH:4][C@H:3]([CH3:5])[C@H:2]([NH:1][C:15]([O:17][CH3:18])=[O:16])[C:6]([OH:8])=[O:7]. The catalyst class is: 280. (3) Reactant: [NH2:1][C@@H:2]([CH2:33][C:34]1[CH:39]=[CH:38][CH:37]=[CH:36][CH:35]=1)[CH2:3][C@H:4]([OH:32])[C@@H:5]([NH:19][C:20]([C@@H:22]([NH:27][C:28](=[O:31])[O:29][CH3:30])[C:23]([CH3:26])([CH3:25])[CH3:24])=[O:21])[CH2:6][C:7]1[CH:12]=[CH:11][C:10]([C:13]2[CH:18]=[CH:17][CH:16]=[CH:15][N:14]=2)=[CH:9][CH:8]=1.[CH3:40][O:41][C:42]([NH:44][C@@H:45]([C:49]([CH3:53])([S:51][CH3:52])[CH3:50])[C:46](O)=[O:47])=[O:43].CCOP(ON1N=NC2C=CC=CC=2C1=O)(OCC)=O.C(N(CC)C(C)C)(C)C. Product: [CH3:40][O:41][C:42](=[O:43])[NH:44][C@@H:45]([C:49]([CH3:50])([S:51][CH3:52])[CH3:53])[C:46](=[O:47])[NH:1][C@@H:2]([CH2:33][C:34]1[CH:35]=[CH:36][CH:37]=[CH:38][CH:39]=1)[CH2:3][C@H:4]([OH:32])[C@H:5]([CH2:6][C:7]1[CH:12]=[CH:11][C:10]([C:13]2[CH:18]=[CH:17][CH:16]=[CH:15][N:14]=2)=[CH:9][CH:8]=1)[NH:19][C:20](=[O:21])[C@H:22]([C:23]([CH3:25])([CH3:26])[CH3:24])[NH:27][C:28](=[O:31])[O:29][CH3:30]. The catalyst class is: 1.